Task: Predict the product of the given reaction.. Dataset: Forward reaction prediction with 1.9M reactions from USPTO patents (1976-2016) (1) Given the reactants [Br:1][C:2]1[CH:7]=[CH:6][CH:5]=[C:4]([CH3:8])[C:3]=1[OH:9].IC.[C:12](=O)([O-])[O-].[K+].[K+].[Cl-].[NH4+], predict the reaction product. The product is: [Br:1][C:2]1[CH:7]=[CH:6][CH:5]=[C:4]([CH3:8])[C:3]=1[O:9][CH3:12]. (2) Given the reactants [CH2:1]([C:5]1[N:6]=[C:7]([NH:20][CH2:21][C:22]2[CH:27]=[CH:26][C:25]([O:28][CH3:29])=[CH:24][C:23]=2[O:30][CH3:31])[C:8]2[NH:13][N:12]=[C:11]([C:14]#[C:15][CH2:16][CH2:17][CH2:18]Cl)[C:9]=2[N:10]=1)[CH2:2][CH2:3][CH3:4].Cl.[F:33][CH:34]1[CH2:39][CH2:38][NH:37][CH2:36][CH2:35]1, predict the reaction product. The product is: [CH2:1]([C:5]1[N:6]=[C:7]([NH:20][CH2:21][C:22]2[CH:27]=[CH:26][C:25]([O:28][CH3:29])=[CH:24][C:23]=2[O:30][CH3:31])[C:8]2[NH:13][N:12]=[C:11]([CH2:14][CH2:15][CH2:16][CH2:17][CH2:18][N:37]3[CH2:38][CH2:39][CH:34]([F:33])[CH2:35][CH2:36]3)[C:9]=2[N:10]=1)[CH2:2][CH2:3][CH3:4]. (3) Given the reactants [Cl:1][C:2]1[CH:3]=[C:4]([C:8]2[N:13]3[N:14]=[C:15]([NH:17][C:18]4[CH:27]=[CH:26][C:21]([C:22]([O:24]C)=[O:23])=[CH:20][CH:19]=4)[N:16]=[C:12]3[CH:11]=[CH:10][CH:9]=2)[CH:5]=[CH:6][CH:7]=1.Cl, predict the reaction product. The product is: [Cl:1][C:2]1[CH:3]=[C:4]([C:8]2[N:13]3[N:14]=[C:15]([NH:17][C:18]4[CH:19]=[CH:20][C:21]([C:22]([OH:24])=[O:23])=[CH:26][CH:27]=4)[N:16]=[C:12]3[CH:11]=[CH:10][CH:9]=2)[CH:5]=[CH:6][CH:7]=1. (4) Given the reactants [NH2:1][C:2]1[CH:7]=[C:6]([C:8]([F:11])([F:10])[F:9])[N:5]=[CH:4][C:3]=1[N:12](C)[C:13](=O)OC(C)(C)C.C(=O)([O-])O.[Na+], predict the reaction product. The product is: [CH3:13][NH:12][C:3]1[CH:4]=[N:5][C:6]([C:8]([F:11])([F:9])[F:10])=[CH:7][C:2]=1[NH2:1]. (5) Given the reactants Cl[C:2]1[CH:11]=[CH:10][C:9]2[C:8]([C:12]([NH:14][CH2:15][C:16]34[CH2:25][CH:20]5[CH2:21][CH:22]([CH2:24][CH:18]([CH2:19]5)[CH2:17]3)[CH2:23]4)=[O:13])=[C:7]([Cl:26])[CH:6]=[CH:5][C:4]=2[N:3]=1.C(=O)([O-])[O-].[K+].[K+].[C:33]1([C:39]2([C:45]([OH:47])=[O:46])[CH2:44][CH2:43][NH:42][CH2:41][CH2:40]2)[CH:38]=[CH:37][CH:36]=[CH:35][CH:34]=1.CC1C=CC(S(O)(=O)=O)=CC=1, predict the reaction product. The product is: [Cl:26][C:7]1[C:8]([C:12]([NH:14][CH2:15][C:16]23[CH2:17][CH:18]4[CH2:24][CH:22]([CH2:21][CH:20]([CH2:19]4)[CH2:25]2)[CH2:23]3)=[O:13])=[C:9]2[C:4](=[CH:5][CH:6]=1)[N:3]=[C:2]([N:42]1[CH2:41][CH2:40][C:39]([C:33]3[CH:34]=[CH:35][CH:36]=[CH:37][CH:38]=3)([C:45]([OH:47])=[O:46])[CH2:44][CH2:43]1)[CH:11]=[CH:10]2. (6) Given the reactants Cl[C:2]1[C:11]2[C:6](=[CH:7][CH:8]=[CH:9][CH:10]=2)[N:5]=[C:4]([CH3:12])[CH:3]=1.[CH3:13][NH:14][CH2:15][CH2:16][NH:17][CH3:18].COCC(O)C, predict the reaction product. The product is: [CH3:13][N:14]([C:2]1[C:11]2[C:6](=[CH:7][CH:8]=[CH:9][CH:10]=2)[N:5]=[C:4]([CH3:12])[CH:3]=1)[CH2:15][CH2:16][NH:17][CH3:18]. (7) Given the reactants C(N1CCC(N2CCN(C)CC2)CC1)C1C=CC=CC=1.[C:21]1([CH:27]([C:32]2[CH:37]=[CH:36][CH:35]=[CH:34][CH:33]=2)[CH2:28][C:29](O)=[O:30])[CH:26]=[CH:25][CH:24]=[CH:23][CH:22]=1.C(Cl)CCl, predict the reaction product. The product is: [C:32]1([CH:27]([C:21]2[CH:22]=[CH:23][CH:24]=[CH:25][CH:26]=2)[CH2:28][CH:29]=[O:30])[CH:33]=[CH:34][CH:35]=[CH:36][CH:37]=1. (8) Given the reactants C([SiH](CC)CC)C.[CH3:8][O:9][C:10]([C:12]1[NH:13][CH:14]=[C:15]([C:17](=O)[CH2:18][C:19]2[CH:24]=[CH:23][CH:22]=[CH:21][CH:20]=2)[CH:16]=1)=[O:11], predict the reaction product. The product is: [CH3:8][O:9][C:10]([C:12]1[NH:13][CH:14]=[C:15]([CH2:17][CH2:18][C:19]2[CH:24]=[CH:23][CH:22]=[CH:21][CH:20]=2)[CH:16]=1)=[O:11].